Dataset: Full USPTO retrosynthesis dataset with 1.9M reactions from patents (1976-2016). Task: Predict the reactants needed to synthesize the given product. (1) Given the product [C:1]1([C:7]2([C:13]3[CH:14]=[CH:15][C:16]([O:19][C:20](=[O:22])[CH3:21])=[CH:17][CH:18]=3)[CH2:12][CH2:11][CH2:10][CH2:9][O:8]2)[CH:2]=[CH:3][CH:4]=[CH:5][CH:6]=1, predict the reactants needed to synthesize it. The reactants are: [C:1]1([C:7]2([C:13]3[CH:18]=[CH:17][C:16]([OH:19])=[CH:15][CH:14]=3)[CH2:12][CH2:11][CH2:10][CH2:9][O:8]2)[CH:6]=[CH:5][CH:4]=[CH:3][CH:2]=1.[C:20](OC(=O)C)(=[O:22])[CH3:21]. (2) Given the product [NH2:32][C:31]([C:28]1([S:33][C:34]2[CH:39]=[CH:38][CH:37]=[CH:36][CH:35]=2)[CH2:27][C:26]2[C:29]1=[CH:30][C:23]([O:22][CH2:15][C:16]1[CH:17]=[CH:18][CH:19]=[CH:20][CH:21]=1)=[C:24]([O:40][CH3:41])[CH:25]=2)=[CH:6][C:5]#[N:8], predict the reactants needed to synthesize it. The reactants are: C([Mg]Br)C.[CH:5]([NH:8]C(C)C)(C)[CH3:6].C(#N)C.[CH2:15]([O:22][C:23]1[CH:30]=[C:29]2[C:26]([CH2:27][C:28]2([S:33][C:34]2[CH:39]=[CH:38][CH:37]=[CH:36][CH:35]=2)[C:31]#[N:32])=[CH:25][C:24]=1[O:40][CH3:41])[C:16]1[CH:21]=[CH:20][CH:19]=[CH:18][CH:17]=1.